This data is from Forward reaction prediction with 1.9M reactions from USPTO patents (1976-2016). The task is: Predict the product of the given reaction. (1) Given the reactants [N+:1]([C:4]1[CH:5]=[C:6]([C:11]2[O:12][C:13]3[CH:19]=[CH:18][C:17]([F:20])=[CH:16][C:14]=3[N:15]=2)[C:7](F)=[CH:8][CH:9]=1)([O-:3])=[O:2].[CH2:21]([NH2:24])[CH2:22][CH3:23], predict the reaction product. The product is: [N+:1]([C:4]1[CH:5]=[C:6]([C:11]2[O:12][C:13]3[CH:19]=[CH:18][C:17]([F:20])=[CH:16][C:14]=3[N:15]=2)[C:7]([NH:24][CH2:21][CH2:22][CH3:23])=[CH:8][CH:9]=1)([O-:3])=[O:2]. (2) Given the reactants [CH2:1]([O:8][N:9]1[C:15](=[O:16])[N:14]2[CH2:17][C@H:10]1[CH2:11][CH2:12][C@H:13]2[C:18]([OH:20])=[O:19])[C:2]1[CH:7]=[CH:6][CH:5]=[CH:4][CH:3]=1.ClC(OCC(C)C)=O.C(N(CC)CC)C.O[N:37]1[C:45](=[O:46])[C@H:44]2[C@H:39]([CH2:40][CH:41]=[CH:42][CH2:43]2)[C:38]1=[O:47], predict the reaction product. The product is: [CH2:1]([O:8][N:9]1[C:15](=[O:16])[N:14]2[CH2:17][C@H:10]1[CH2:11][CH2:12][C@H:13]2[C:18]([O:20][N:37]1[C:45](=[O:46])[C@H:44]2[C@H:39]([CH2:40][CH:41]=[CH:42][CH2:43]2)[C:38]1=[O:47])=[O:19])[C:2]1[CH:7]=[CH:6][CH:5]=[CH:4][CH:3]=1.